From a dataset of NCI-60 drug combinations with 297,098 pairs across 59 cell lines. Regression. Given two drug SMILES strings and cell line genomic features, predict the synergy score measuring deviation from expected non-interaction effect. Drug 1: CC1=C2C(C(=O)C3(C(CC4C(C3C(C(C2(C)C)(CC1OC(=O)C(C(C5=CC=CC=C5)NC(=O)OC(C)(C)C)O)O)OC(=O)C6=CC=CC=C6)(CO4)OC(=O)C)OC)C)OC. Drug 2: CNC(=O)C1=CC=CC=C1SC2=CC3=C(C=C2)C(=NN3)C=CC4=CC=CC=N4. Cell line: MCF7. Synergy scores: CSS=40.6, Synergy_ZIP=-0.300, Synergy_Bliss=0.897, Synergy_Loewe=-20.1, Synergy_HSA=2.50.